This data is from Full USPTO retrosynthesis dataset with 1.9M reactions from patents (1976-2016). The task is: Predict the reactants needed to synthesize the given product. (1) Given the product [CH3:32][C:17]1[CH:18]=[C:19]([C:22]2[CH:23]=[CH:24][C:25]([C:28]([F:29])([F:31])[F:30])=[CH:26][CH:27]=2)[CH:20]=[CH:21][C:16]=1[CH2:15][O:14][C:11]1[CH:12]=[CH:13][C:8]([C:7]([NH:6][CH2:5][CH2:4][C:3]([OH:34])=[O:2])=[O:33])=[CH:9][CH:10]=1, predict the reactants needed to synthesize it. The reactants are: C[O:2][C:3](=[O:34])[CH2:4][CH2:5][NH:6][C:7](=[O:33])[C:8]1[CH:13]=[CH:12][C:11]([O:14][CH2:15][C:16]2[CH:21]=[CH:20][C:19]([C:22]3[CH:27]=[CH:26][C:25]([C:28]([F:31])([F:30])[F:29])=[CH:24][CH:23]=3)=[CH:18][C:17]=2[CH3:32])=[CH:10][CH:9]=1.[OH-].[Na+].Cl. (2) Given the product [CH3:19][C:20]1[N:24]([CH:25]2[CH2:30][CH2:29][NH:28][CH2:27][CH2:26]2)[N:23]=[N:22][N:21]=1, predict the reactants needed to synthesize it. The reactants are: CS(OC1CCN(C(OC(C)(C)C)=O)CC1)(=O)=O.[CH3:19][C:20]1[N:24]([CH:25]2[CH2:30][CH2:29][N:28](C(OC(C)(C)C)=O)[CH2:27][CH2:26]2)[N:23]=[N:22][N:21]=1. (3) Given the product [Br:1][C:2]1[CH:6]=[N:5][N:4]([CH3:7])[C:3]=1[NH:8][C:9]1[CH:14]=[CH:13][CH:12]=[C:11]([NH2:15])[CH:10]=1, predict the reactants needed to synthesize it. The reactants are: [Br:1][C:2]1[CH:6]=[N:5][N:4]([CH3:7])[C:3]=1[NH:8][C:9]1[CH:14]=[CH:13][CH:12]=[C:11]([N+:15]([O-])=O)[CH:10]=1.S(S([O-])=O)([O-])=O.[Na+].[Na+]. (4) Given the product [Cl:1][C:2]1[CH:12]=[CH:11][C:10]([C:13]2[CH:14]=[CH:15][N:16]([CH3:18])[N:21]=2)=[CH:9][C:3]=1[C:4]([O:6][CH2:7][CH3:8])=[O:5], predict the reactants needed to synthesize it. The reactants are: [Cl:1][C:2]1[CH:12]=[CH:11][C:10]([C:13](=O)[CH:14]=[CH:15][N:16]([CH3:18])C)=[CH:9][C:3]=1[C:4]([O:6][CH2:7][CH3:8])=[O:5].C[NH:21]N. (5) Given the product [OH:5][CH2:6][CH:7]([N:8]1[CH2:12][CH:11]([CH2:13][CH2:14][CH3:15])[CH2:10][C:9]1=[O:16])[N:17]1[CH:21]=[CH:20][N:19]=[CH:18]1, predict the reactants needed to synthesize it. The reactants are: [BH4-].[Na+].C([O:5][C:6](=O)[CH:7]([N:17]1[CH:21]=[CH:20][N:19]=[CH:18]1)[N:8]1[CH2:12][CH:11]([CH2:13][CH2:14][CH3:15])[CH2:10][C:9]1=[O:16])C.